This data is from Forward reaction prediction with 1.9M reactions from USPTO patents (1976-2016). The task is: Predict the product of the given reaction. (1) The product is: [C:11]([C:10]1[CH:13]=[CH:14][C:7]([N:6]2[C@@H:5]3[CH2:19][CH2:20][CH2:21][CH2:22][CH2:23][C@H:4]3[N:3]([C:33]3[CH:32]=[CH:31][C:26]([C:27]([NH:29][CH3:30])=[O:28])=[C:25]([F:24])[CH:34]=3)[C:2]2=[O:1])=[CH:8][C:9]=1[C:15]([F:18])([F:16])[F:17])#[N:12]. Given the reactants [O:1]=[C:2]1[N:6]([C:7]2[CH:14]=[CH:13][C:10]([C:11]#[N:12])=[C:9]([C:15]([F:18])([F:17])[F:16])[CH:8]=2)[C@@H:5]2[CH2:19][CH2:20][CH2:21][CH2:22][CH2:23][C@H:4]2[NH:3]1.[F:24][C:25]1[CH:34]=[C:33](I)[CH:32]=[CH:31][C:26]=1[C:27]([NH:29][CH3:30])=[O:28], predict the reaction product. (2) Given the reactants C([O:8][C:9]1[C:10](=[O:90])[N:11]([CH2:86][CH2:87][O:88][CH3:89])[CH:12]=[CH:13][C:14]=1[C:15]([NH:17][CH2:18][CH2:19][N:20]([CH2:62][CH2:63][NH:64][C:65]([C:67]1[CH:72]=[CH:71][N:70]([CH2:73][CH2:74][O:75][CH3:76])[C:69](=[O:77])[C:68]=1[O:78]CC1C=CC=CC=1)=[O:66])[C:21]([C:23]1([O:54]CC2C=CC=CC=2)[CH:28]([C:29]([NH:31][CH2:32][CH2:33][C:34]2[CH:48]=[CH:47][C:37]([O:38][CH2:39][C:40]([O:42]C(C)(C)C)=[O:41])=[CH:36][CH:35]=2)=[O:30])[CH:27]=[CH:26][N:25]([CH2:49][CH2:50][O:51][CH3:52])[C:24]1=[O:53])=[O:22])=[O:16])C1C=CC=CC=1.Cl, predict the reaction product. The product is: [OH:8][C:9]1[C:10](=[O:90])[N:11]([CH2:86][CH2:87][O:88][CH3:89])[CH:12]=[CH:13][C:14]=1[C:15]([NH:17][CH2:18][CH2:19][N:20]([CH2:62][CH2:63][NH:64][C:65]([C:67]1[CH:72]=[CH:71][N:70]([CH2:73][CH2:74][O:75][CH3:76])[C:69](=[O:77])[C:68]=1[OH:78])=[O:66])[C:21]([C:23]1([OH:54])[CH:28]([C:29]([NH:31][CH2:32][CH2:33][C:34]2[CH:48]=[CH:47][C:37]([O:38][CH2:39][C:40]([OH:42])=[O:41])=[CH:36][CH:35]=2)=[O:30])[CH:27]=[CH:26][N:25]([CH2:49][CH2:50][O:51][CH3:52])[C:24]1=[O:53])=[O:22])=[O:16]. (3) Given the reactants Cl.S1C=CC=C1C(N)=N.Cl[C:11]1[CH:18]=[C:17]([F:19])[CH:16]=[CH:15][C:12]=1[CH:13]=O.C(OC)(=O)CC(C)=O.Cl.[O:29]1[CH:33]=[CH:32][CH:31]=[C:30]1[C:34]([NH2:36])=[NH:35].FC1C=CC(C=O)=CC=1.[C:46]([O:52][CH2:53][CH3:54])(=[O:51])[CH2:47][C:48]([CH3:50])=O, predict the reaction product. The product is: [O:29]1[CH:33]=[CH:32][CH:31]=[C:30]1[C:34]1[NH:36][C:48]([CH3:50])=[C:47]([C:46]([O:52][CH2:53][CH3:54])=[O:51])[CH:13]([C:12]2[CH:15]=[CH:16][C:17]([F:19])=[CH:18][CH:11]=2)[N:35]=1. (4) Given the reactants [C:1]1([Mg]Br)[CH:6]=[CH:5][CH:4]=[CH:3][CH:2]=1.[C:9](=[S:11])=[S:10].Br[CH:13]([C:16]1[CH:21]=[CH:20][CH:19]=[CH:18][CH:17]=1)[C:14]#[N:15].O, predict the reaction product. The product is: [C:9]([S:11][CH:13]([C:14]#[N:15])[C:16]1[CH:21]=[CH:20][CH:19]=[CH:18][CH:17]=1)(=[S:10])[C:1]1[CH:6]=[CH:5][CH:4]=[CH:3][CH:2]=1. (5) Given the reactants [Cl:1][C:2]1[CH:7]=[CH:6][C:5]([C:8]2([CH2:14][C:15]([OH:17])=O)[CH2:13][CH2:12][O:11][CH2:10][CH2:9]2)=[CH:4][CH:3]=1.S(Cl)([Cl:20])=O, predict the reaction product. The product is: [Cl:1][C:2]1[CH:7]=[CH:6][C:5]([C:8]2([CH2:14][C:15]([Cl:20])=[O:17])[CH2:13][CH2:12][O:11][CH2:10][CH2:9]2)=[CH:4][CH:3]=1. (6) Given the reactants [NH2:1][C@H:2]([C:4]1[N:5]([C:16]2[CH:21]=[CH:20][CH:19]=[CH:18][CH:17]=2)[C:6](=[O:15])[C:7]2[C:12]([CH:13]=1)=[CH:11][CH:10]=[CH:9][C:8]=2[CH3:14])[CH3:3].[NH2:22][C:23]1[N:31]=[C:30]2[C:26]([NH:27][CH:28]=[N:29]2)=[C:25](Cl)[N:24]=1.C(N(CC)C(C)C)(C)C, predict the reaction product. The product is: [NH2:22][C:23]1[N:31]=[C:30]2[C:26]([N:27]=[CH:28][NH:29]2)=[C:25]([NH:1][C@H:2]([C:4]2[N:5]([C:16]3[CH:21]=[CH:20][CH:19]=[CH:18][CH:17]=3)[C:6](=[O:15])[C:7]3[C:12]([CH:13]=2)=[CH:11][CH:10]=[CH:9][C:8]=3[CH3:14])[CH3:3])[N:24]=1. (7) Given the reactants [Br:1][C:2]1[C:7]([CH2:8][OH:9])=[CH:6][CH:5]=[CH:4][N:3]=1.N1C=CN=C1.[CH3:15][C:16]([Si:19](Cl)([CH3:21])[CH3:20])([CH3:18])[CH3:17], predict the reaction product. The product is: [Br:1][C:2]1[C:7]([CH2:8][O:9][Si:19]([C:16]([CH3:18])([CH3:17])[CH3:15])([CH3:21])[CH3:20])=[CH:6][CH:5]=[CH:4][N:3]=1.